The task is: Predict the reaction yield, written as a fraction of the theoretical maximum amount of product (1.0 means a 100% yield; for example, 0.34 means a 34% yield).. This data is from Reaction yield outcomes from USPTO patents with 853,638 reactions. (1) The reactants are [CH3:1][C:2](=[O:7])[C:3]([CH3:6])([CH3:5])[CH3:4].C([N-]C(C)C)(C)C.[Li+].CCCCCC.[CH:22](=[O:27])[C:23]([CH3:26])([CH3:25])[CH3:24]. The catalyst is C1COCC1. The product is [OH:7][CH:2]([C:3]([CH3:6])([CH3:5])[CH3:4])[CH2:1][C:22](=[O:27])[C:23]([CH3:26])([CH3:25])[CH3:24]. The yield is 0.950. (2) The reactants are [NH2:1][C:2]1[S:3][C:4]2[CH:10]=[C:9]([O:11][C:12]3[CH:13]=[C:14]([NH:19][C:20](=[O:33])[C:21]4[CH:26]=[CH:25][CH:24]=[C:23]([C:27]([C:30]#[N:31])([CH3:29])[CH3:28])[C:22]=4[Cl:32])[CH:15]=[CH:16][C:17]=3[F:18])[CH:8]=[CH:7][C:5]=2[N:6]=1.[CH:34]1([C:37](Cl)=[O:38])[CH2:36][CH2:35]1.N1C=CC=CC=1.O. The catalyst is O1CCCC1.C(OCC)(=O)C. The product is [Cl:32][C:22]1[C:23]([C:27]([C:30]#[N:31])([CH3:29])[CH3:28])=[CH:24][CH:25]=[CH:26][C:21]=1[C:20]([NH:19][C:14]1[CH:15]=[CH:16][C:17]([F:18])=[C:12]([O:11][C:9]2[CH:8]=[CH:7][C:5]3[N:6]=[C:2]([NH:1][C:37]([CH:34]4[CH2:36][CH2:35]4)=[O:38])[S:3][C:4]=3[CH:10]=2)[CH:13]=1)=[O:33]. The yield is 0.400. (3) The reactants are [C:1]([O:5][C:6]([NH:8][C:9]1[S:17][C:16]2[C:11](=[N:12][C:13](Cl)=[CH:14][CH:15]=2)[C:10]=1[C:19]([O:21][CH2:22][CH3:23])=[O:20])=[O:7])([CH3:4])([CH3:3])[CH3:2].[Cl-].[CH3:25][Zn+]. The catalyst is C1COCC1.C1C=CC([P]([Pd]([P](C2C=CC=CC=2)(C2C=CC=CC=2)C2C=CC=CC=2)([P](C2C=CC=CC=2)(C2C=CC=CC=2)C2C=CC=CC=2)[P](C2C=CC=CC=2)(C2C=CC=CC=2)C2C=CC=CC=2)(C2C=CC=CC=2)C2C=CC=CC=2)=CC=1. The product is [C:1]([O:5][C:6]([NH:8][C:9]1[S:17][C:16]2[C:11](=[N:12][C:13]([CH3:25])=[CH:14][CH:15]=2)[C:10]=1[C:19]([O:21][CH2:22][CH3:23])=[O:20])=[O:7])([CH3:4])([CH3:3])[CH3:2]. The yield is 0.700. (4) The reactants are [C:1]([O:9][CH2:10][CH3:11])(=[O:8])[C:2]1[CH:7]=[CH:6][N:5]=[CH:4][CH:3]=1.OS(O)(=O)=O.OO.[CH:19]([NH2:21])=[O:20]. No catalyst specified. The product is [C:19]([C:4]1[CH:3]=[C:2]([CH:7]=[CH:6][N:5]=1)[C:1]([O:9][CH2:10][CH3:11])=[O:8])(=[O:20])[NH2:21]. The yield is 0.250. (5) The reactants are COC1[CH:12]=[CH:11][C:6]2[CH:7]=[C:8]([CH3:10])[O:9][C:5]=2C=1.B(Br)(Br)Br.C(N(CC)CC)C.[C:24]([O:27][C:28](=O)[CH3:29])(=[O:26])[CH3:25]. The catalyst is ClCCl. The product is [CH3:10][C:8]1[O:9][C:5]2[CH:29]=[C:28]([O:27][C:24](=[O:26])[CH3:25])[CH:12]=[CH:11][C:6]=2[CH:7]=1. The yield is 0.820. (6) The reactants are Br[C:2]1[S:3][C:4]([Br:7])=[CH:5][N:6]=1.[Li]CC[CH2:11][CH3:12].[C:13](=[O:15])=[O:14].OS(O)(=O)=O. The catalyst is CCOCC.O. The product is [Br:7][C:4]1[S:3][C:2]([C:13]([O:15][CH2:11][CH3:12])=[O:14])=[N:6][CH:5]=1. The yield is 0.110.